Dataset: Forward reaction prediction with 1.9M reactions from USPTO patents (1976-2016). Task: Predict the product of the given reaction. (1) Given the reactants S(Cl)([Cl:3])=O.O[CH2:6][C:7]1[CH:18]=[CH:17][C:10]([CH2:11][N:12]2[CH2:16][CH2:15][CH2:14][CH2:13]2)=[CH:9][CH:8]=1, predict the reaction product. The product is: [ClH:3].[Cl:3][CH2:6][C:7]1[CH:18]=[CH:17][C:10]([CH2:11][N:12]2[CH2:16][CH2:15][CH2:14][CH2:13]2)=[CH:9][CH:8]=1. (2) The product is: [F:35][C:36]([F:41])([F:40])[C:37]([O-:39])=[O:38].[C:29]([C:28]1[CH:27]=[CH:26][C:25]([C:23]2[O:24][C:20]([CH:19]=[C:16]3[S:15][C:14](=[S:34])[N:13]([CH2:12][CH2:11][CH2:10][CH2:9][NH3+:8])[C:17]3=[O:18])=[CH:21][CH:22]=2)=[CH:33][CH:32]=1)([OH:31])=[O:30]. Given the reactants C(OC([NH:8][CH2:9][CH2:10][CH2:11][CH2:12][N:13]1[C:17](=[O:18])[C:16](=[CH:19][C:20]2[O:24][C:23]([C:25]3[CH:33]=[CH:32][C:28]([C:29]([OH:31])=[O:30])=[CH:27][CH:26]=3)=[CH:22][CH:21]=2)[S:15][C:14]1=[S:34])=O)(C)(C)C.[F:35][C:36]([F:41])([F:40])[C:37]([OH:39])=[O:38], predict the reaction product.